From a dataset of Forward reaction prediction with 1.9M reactions from USPTO patents (1976-2016). Predict the product of the given reaction. (1) Given the reactants [Br:1][C:2]1[CH:3]=[C:4]([CH3:17])[C:5]([C:8]2(C(O)=O)[CH2:13][CH2:12][O:11][CH2:10][CH2:9]2)=[N:6][CH:7]=1.O, predict the reaction product. The product is: [Br:1][C:2]1[CH:3]=[C:4]([CH3:17])[C:5]([CH:8]2[CH2:13][CH2:12][O:11][CH2:10][CH2:9]2)=[N:6][CH:7]=1. (2) Given the reactants [C:1]12[N:25]=[C:18]([N:19]=[CH:20][C:21]=1[C:22]([OH:24])=O)[NH:17][CH2:16][CH2:15][CH2:14][CH2:13][CH2:12][CH2:11][N:10]1[CH:26]=[C:7]([N:8]=[N:9]1)[CH2:6][CH2:5][CH2:4][CH2:3][NH:2]2.[CH2:27]([N:34]1[CH2:39][CH2:38][CH:37]([NH2:40])[CH2:36][CH2:35]1)[C:28]1[CH:33]=[CH:32][CH:31]=[CH:30][CH:29]=1.CN(C(ON1N=NC2C=CC=NC1=2)=[N+](C)C)C.F[P-](F)(F)(F)(F)F, predict the reaction product. The product is: [CH2:27]([N:34]1[CH2:39][CH2:38][CH:37]([NH:40][C:22]([C:21]2[CH:20]=[N:19][C:18]3[NH:17][CH2:16][CH2:15][CH2:14][CH2:13][CH2:12][CH2:11][N:10]4[CH:26]=[C:7]([CH2:6][CH2:5][CH2:4][CH2:3][NH:2][C:1]=2[N:25]=3)[N:8]=[N:9]4)=[O:24])[CH2:36][CH2:35]1)[C:28]1[CH:29]=[CH:30][CH:31]=[CH:32][CH:33]=1.